Dataset: Peptide-MHC class I binding affinity with 185,985 pairs from IEDB/IMGT. Task: Regression. Given a peptide amino acid sequence and an MHC pseudo amino acid sequence, predict their binding affinity value. This is MHC class I binding data. (1) The peptide sequence is SLILLECF. The MHC is H-2-Db with pseudo-sequence H-2-Db. The binding affinity (normalized) is 0. (2) The peptide sequence is YFSDVSAPV. The MHC is HLA-A11:01 with pseudo-sequence HLA-A11:01. The binding affinity (normalized) is 0.0847. (3) The peptide sequence is ALVEICTEM. The MHC is Mamu-A2601 with pseudo-sequence Mamu-A2601. The binding affinity (normalized) is 0.569. (4) The peptide sequence is SVQPTFSVQR. The MHC is HLA-A33:01 with pseudo-sequence HLA-A33:01. The binding affinity (normalized) is 0.520. (5) The peptide sequence is YAYEPGSVM. The MHC is HLA-C06:02 with pseudo-sequence HLA-C06:02. The binding affinity (normalized) is 0.474. (6) The peptide sequence is MTLDDLAIK. The MHC is HLA-A31:01 with pseudo-sequence HLA-A31:01. The binding affinity (normalized) is 0.444. (7) The peptide sequence is FDAAASGGL. The MHC is HLA-B44:02 with pseudo-sequence HLA-B44:02. The binding affinity (normalized) is 0. (8) The peptide sequence is QVMSLHNLV. The MHC is HLA-A02:01 with pseudo-sequence HLA-A02:01. The binding affinity (normalized) is 0.398.